This data is from Catalyst prediction with 721,799 reactions and 888 catalyst types from USPTO. The task is: Predict which catalyst facilitates the given reaction. Reactant: [CH2:1]([O:8][C:9]1[CH:21]=[CH:20][C:12]([CH:13]=[C:14]2[CH2:19][CH2:18][NH:17][CH2:16][CH2:15]2)=[CH:11][CH:10]=1)[C:2]1[CH:7]=[CH:6][CH:5]=[CH:4][CH:3]=1.Br[C:23]1[CH:28]=[CH:27][C:26]([O:29][CH:30]2[CH2:35][CH2:34][CH2:33][CH2:32][O:31]2)=[CH:25][CH:24]=1.CC(C)([O-])C.[Na+].F[B-](F)(F)F.C(P(C(C)(C)C)C(C)(C)C)(C)(C)C. Product: [CH2:1]([O:8][C:9]1[CH:21]=[CH:20][C:12]([CH:13]=[C:14]2[CH2:19][CH2:18][N:17]([C:23]3[CH:28]=[CH:27][C:26]([O:29][CH:30]4[CH2:35][CH2:34][CH2:33][CH2:32][O:31]4)=[CH:25][CH:24]=3)[CH2:16][CH2:15]2)=[CH:11][CH:10]=1)[C:2]1[CH:3]=[CH:4][CH:5]=[CH:6][CH:7]=1. The catalyst class is: 706.